Dataset: Reaction yield outcomes from USPTO patents with 853,638 reactions. Task: Predict the reaction yield, written as a fraction of the theoretical maximum amount of product (1.0 means a 100% yield; for example, 0.34 means a 34% yield). (1) The catalyst is C1COCC1.Cl[Pd](Cl)([P](C1C=CC=CC=1)(C1C=CC=CC=1)C1C=CC=CC=1)[P](C1C=CC=CC=1)(C1C=CC=CC=1)C1C=CC=CC=1. The yield is 0.560. The reactants are [Cl:1][C:2]1[CH:3]=[C:4](B2OC(C)(C)C(C)(C)O2)[CH:5]=[C:6]([Cl:10])[C:7]=1OC.Br[C:21]([C:23]([F:26])([F:25])[F:24])=[CH2:22].C([O-])([O-])=O.[Cs+].[Cs+]. The product is [Cl:10][C:6]1[CH:5]=[C:4]([C:21]([C:23]([F:26])([F:25])[F:24])=[CH2:22])[CH:3]=[C:2]([Cl:1])[C:7]=1[C:23]([F:26])([F:25])[F:24]. (2) The reactants are Br[C:2]1[CH:3]=[C:4]([O:18][CH2:19][CH3:20])[C:5]([O:8][CH2:9][C:10]2[CH:15]=[CH:14][C:13]([O:16][CH3:17])=[CH:12][CH:11]=2)=[N:6][CH:7]=1.[CH3:21][C:22]1([CH3:38])[C:26]([CH3:28])([CH3:27])[O:25][B:24]([B:24]2[O:25][C:26]([CH3:28])([CH3:27])[C:22]([CH3:38])([CH3:21])[O:23]2)[O:23]1.C([O-])(=O)C.[K+]. The catalyst is O1CCOCC1.C1C=CC(P(C2C=CC=CC=2)[C-]2C=CC=C2)=CC=1.C1C=CC(P(C2C=CC=CC=2)[C-]2C=CC=C2)=CC=1.Cl[Pd]Cl.[Fe+2]. The product is [CH2:19]([O:18][C:4]1[C:5]([O:8][CH2:9][C:10]2[CH:15]=[CH:14][C:13]([O:16][CH3:17])=[CH:12][CH:11]=2)=[N:6][CH:7]=[C:2]([B:24]2[O:25][C:26]([CH3:28])([CH3:27])[C:22]([CH3:38])([CH3:21])[O:23]2)[CH:3]=1)[CH3:20]. The yield is 0.810.